From a dataset of Reaction yield outcomes from USPTO patents with 853,638 reactions. Predict the reaction yield, written as a fraction of the theoretical maximum amount of product (1.0 means a 100% yield; for example, 0.34 means a 34% yield). (1) The reactants are [CH:1]([N:4]1[CH:8]=[C:7]([C:9]2[C:13]3[C:14]([O:18][CH:19]4[CH2:24][CH2:23][O:22][CH2:21][CH2:20]4)=[N:15][CH:16]=[CH:17][C:12]=3[N:11]([C:25]([C:38]3[CH:43]=[CH:42][CH:41]=[CH:40][CH:39]=3)([C:32]3[CH:37]=[CH:36][CH:35]=[CH:34][CH:33]=3)[C:26]3[CH:31]=[CH:30][CH:29]=[CH:28][CH:27]=3)[N:10]=2)[CH:6]=[C:5]1C(O)=O)([CH3:3])[CH3:2].[NH:47]1[CH2:52][CH2:51][O:50][CH2:49][CH2:48]1.CN([C:56]([O:60]N1N=NC2C=CC=NC1=2)=[N+](C)C)C.F[P-](F)(F)(F)(F)F.CCN(C(C)C)C(C)C. The catalyst is CN(C=O)C.O.C(OCC)(=O)C. The product is [CH:1]([N:4]1[CH:8]=[C:7]([C:9]2[C:13]3[C:14]([O:18][CH:19]4[CH2:24][CH2:23][O:22][CH2:21][CH2:20]4)=[N:15][CH:16]=[CH:17][C:12]=3[N:11]([C:25]([C:26]3[CH:27]=[CH:28][CH:29]=[CH:30][CH:31]=3)([C:32]3[CH:33]=[CH:34][CH:35]=[CH:36][CH:37]=3)[C:38]3[CH:43]=[CH:42][CH:41]=[CH:40][CH:39]=3)[N:10]=2)[CH:6]=[C:5]1[CH:52]1[N:47]([CH:56]=[O:60])[CH2:48][CH2:49][O:50][CH2:51]1)([CH3:3])[CH3:2]. The yield is 0.960. (2) The product is [F:37][CH:2]([F:1])[C:3]1[N:7]([C:8]2[N:13]=[C:12]([N:14]3[CH2:15][CH2:16][O:17][CH2:18][CH2:19]3)[N:11]=[C:10]([N:20]3[CH2:21][CH2:22][N:23]([S:26]([CH2:29][CH2:30][N:38]4[CH2:43][CH2:42][O:41][CH2:40][CH2:39]4)(=[O:28])=[O:27])[CH2:24][CH2:25]3)[N:9]=2)[C:6]2[CH:31]=[CH:32][CH:33]=[C:34]([O:35][CH3:36])[C:5]=2[N:4]=1. The catalyst is C1COCC1. The reactants are [F:1][CH:2]([F:37])[C:3]1[N:7]([C:8]2[N:13]=[C:12]([N:14]3[CH2:19][CH2:18][O:17][CH2:16][CH2:15]3)[N:11]=[C:10]([N:20]3[CH2:25][CH2:24][N:23]([S:26]([CH:29]=[CH2:30])(=[O:28])=[O:27])[CH2:22][CH2:21]3)[N:9]=2)[C:6]2[CH:31]=[CH:32][CH:33]=[C:34]([O:35][CH3:36])[C:5]=2[N:4]=1.[NH:38]1[CH2:43][CH2:42][O:41][CH2:40][CH2:39]1. The yield is 0.970. (3) The reactants are Cl[C:2]1[CH:3]=[CH:4][C:5]2[N:6]([C:8]([CH:11]([CH3:13])[CH3:12])=[N:9][N:10]=2)[N:7]=1.[I-:14].[Na+].I. No catalyst specified. The product is [I:14][C:2]1[CH:3]=[CH:4][C:5]2[N:6]([C:8]([CH:11]([CH3:13])[CH3:12])=[N:9][N:10]=2)[N:7]=1. The yield is 0.780. (4) The reactants are [CH2:1]([OH:5])[CH2:2][CH2:3][OH:4].[H-].[Na+].CS(O[CH2:13][CH2:14][CH2:15][CH2:16][CH2:17][CH2:18][CH2:19][CH2:20][CH2:21][CH2:22][CH2:23][CH2:24][CH2:25][CH2:26][CH2:27][CH3:28])(=O)=O. The catalyst is CN1C(=O)CCC1.O.CO. The product is [CH2:28]([O:4][CH2:3][CH2:2][CH2:1][OH:5])[CH2:27][CH2:26][CH2:25][CH2:24][CH2:23][CH2:22][CH2:21][CH2:20][CH2:19][CH2:18][CH2:17][CH2:16][CH2:15][CH2:14][CH3:13]. The yield is 0.770.